From a dataset of Full USPTO retrosynthesis dataset with 1.9M reactions from patents (1976-2016). Predict the reactants needed to synthesize the given product. (1) Given the product [Br:9][C:10]1[CH:11]=[C:12]([O:18][C:19]2[CH:24]=[CH:23][C:22]([O:25][CH3:26])=[CH:21][CH:20]=2)[C:13]([Cl:27])=[CH:15][C:16]=1[F:17], predict the reactants needed to synthesize it. The reactants are: N(OCCC(C)C)=O.[Br:9][C:10]1[C:16]([F:17])=[CH:15][C:13](N)=[C:12]([O:18][C:19]2[CH:24]=[CH:23][C:22]([O:25][CH3:26])=[CH:21][CH:20]=2)[CH:11]=1.[ClH:27].O. (2) The reactants are: [CH2:1]([O:8][C:9]1[C:10]([C:29]([OH:31])=O)=[N:11][C:12]([CH2:16][C:17]2([C:22]3[CH:27]=[CH:26][C:25]([Cl:28])=[CH:24][CH:23]=3)[CH2:21][CH2:20][CH2:19][CH2:18]2)=[N:13][C:14]=1[OH:15])[C:2]1[CH:7]=[CH:6][CH:5]=[CH:4][CH:3]=1.[Si:32]([O:39][CH2:40][CH2:41][NH:42][CH3:43])([C:35]([CH3:38])([CH3:37])[CH3:36])([CH3:34])[CH3:33].[Si](OCCN(C)C(C1C(OCC2C=CC=CC=2)=C(O)N=C(CC2C=CC=CC=2C2C=CC=CC=2)N=1)=O)(C(C)(C)C)(C)C. Given the product [Si:32]([O:39][CH2:40][CH2:41][N:42]([CH3:43])[C:29]([C:10]1[C:9]([O:8][CH2:1][C:2]2[CH:3]=[CH:4][CH:5]=[CH:6][CH:7]=2)=[C:14]([OH:15])[N:13]=[C:12]([CH2:16][C:17]2([C:22]3[CH:27]=[CH:26][C:25]([Cl:28])=[CH:24][CH:23]=3)[CH2:21][CH2:20][CH2:19][CH2:18]2)[N:11]=1)=[O:31])([C:35]([CH3:38])([CH3:37])[CH3:36])([CH3:33])[CH3:34], predict the reactants needed to synthesize it. (3) Given the product [Cl:1][C:2]1[CH:3]=[C:4]([CH2:9][CH2:10][CH2:11][CH:12]([NH:14][C:22](=[O:23])[O:24][CH2:25][C:26]2[CH:31]=[CH:30][CH:29]=[CH:28][CH:27]=2)[CH3:13])[CH:5]=[CH:6][C:7]=1[Cl:8], predict the reactants needed to synthesize it. The reactants are: [Cl:1][C:2]1[CH:3]=[C:4]([CH2:9][CH2:10][CH2:11][CH:12]([NH2:14])[CH3:13])[CH:5]=[CH:6][C:7]=1[Cl:8].C(=O)([O-])[O-].[Na+].[Na+].Cl[C:22]([O:24][CH2:25][C:26]1[CH:31]=[CH:30][CH:29]=[CH:28][CH:27]=1)=[O:23].